Dataset: Peptide-MHC class I binding affinity with 185,985 pairs from IEDB/IMGT. Task: Regression. Given a peptide amino acid sequence and an MHC pseudo amino acid sequence, predict their binding affinity value. This is MHC class I binding data. (1) The peptide sequence is VANVYVKF. The MHC is Mamu-B52 with pseudo-sequence Mamu-B52. The binding affinity (normalized) is 0.515. (2) The peptide sequence is TEAEKWPFF. The MHC is HLA-B58:01 with pseudo-sequence HLA-B58:01. The binding affinity (normalized) is 0.0847. (3) The MHC is HLA-A31:01 with pseudo-sequence HLA-A31:01. The binding affinity (normalized) is 0.973. The peptide sequence is ITKGLGISYGR. (4) The peptide sequence is DIRQDVIAM. The MHC is HLA-B38:01 with pseudo-sequence HLA-B38:01. The binding affinity (normalized) is 0.0847. (5) The peptide sequence is FVAAFDHFY. The MHC is HLA-B57:01 with pseudo-sequence HLA-B57:01. The binding affinity (normalized) is 0.517. (6) The peptide sequence is YLGVNNLPY. The MHC is HLA-A03:01 with pseudo-sequence HLA-A03:01. The binding affinity (normalized) is 0.337. (7) The peptide sequence is AEMKTDAATLA. The MHC is HLA-A11:01 with pseudo-sequence HLA-A11:01. The binding affinity (normalized) is 0. (8) The peptide sequence is LAPVFAFL. The MHC is H-2-Kb with pseudo-sequence H-2-Kb. The binding affinity (normalized) is 1.00. (9) The peptide sequence is APILVVSGI. The MHC is HLA-A03:01 with pseudo-sequence HLA-A03:01. The binding affinity (normalized) is 0.0847. (10) The binding affinity (normalized) is 0.851. The MHC is HLA-B07:02 with pseudo-sequence HLA-B07:02. The peptide sequence is RARKRGITM.